Dataset: Peptide-MHC class I binding affinity with 185,985 pairs from IEDB/IMGT. Task: Regression. Given a peptide amino acid sequence and an MHC pseudo amino acid sequence, predict their binding affinity value. This is MHC class I binding data. (1) The peptide sequence is KTAVVVTRY. The MHC is SLA-10401 with pseudo-sequence SLA-10401. The binding affinity (normalized) is 0.528. (2) The binding affinity (normalized) is 0.116. The peptide sequence is NPTQAPVIQLHAVY. The MHC is HLA-A26:01 with pseudo-sequence HLA-A26:01. (3) The peptide sequence is AGLVSFNFL. The MHC is H-2-Db with pseudo-sequence H-2-Db. The binding affinity (normalized) is 0.506.